This data is from Forward reaction prediction with 1.9M reactions from USPTO patents (1976-2016). The task is: Predict the product of the given reaction. The product is: [CH2:1]([NH:5][N:6]1[C:15]2[C:10](=[CH:11][CH:12]=[CH:13][CH:14]=2)[C:9]([OH:16])=[C:8]([C:17]2[NH:22][C:21]3[CH:23]=[CH:24][CH:25]=[CH:26][C:20]=3[S:19](=[O:28])(=[O:27])[N:18]=2)[C:7]1=[O:29])[CH2:2][CH2:3][CH3:4]. Given the reactants [CH:1](=[N:5][N:6]1[C:15]2[C:10](=[CH:11][CH:12]=[CH:13][CH:14]=2)[C:9]([OH:16])=[C:8]([C:17]2[NH:22][C:21]3[CH:23]=[CH:24][CH:25]=[CH:26][C:20]=3[S:19](=[O:28])(=[O:27])[N:18]=2)[C:7]1=[O:29])[CH2:2][CH2:3][CH3:4].CO.[BH4-].[Li+].Cl, predict the reaction product.